This data is from Full USPTO retrosynthesis dataset with 1.9M reactions from patents (1976-2016). The task is: Predict the reactants needed to synthesize the given product. (1) Given the product [Cl:1][C:2]1[CH:7]=[CH:6][C:5]([C:8]2[C:16]3[S:15][CH:14]=[N:13][C:12]=3[CH:11]=[C:10]([CH3:9])[C:27]=2[C@H:26]([OH:30])[CH2:28][OH:21])=[CH:4][CH:3]=1, predict the reactants needed to synthesize it. The reactants are: [Cl:1][C:2]1[CH:7]=[CH:6][C:5]([C:8]2[C:16]3[S:15][CH:14]=[N:13][C:12]=3[CH:11]=[C:10](C)[C:9]=2C=C)=[CH:4][CH:3]=1.S([O-])([O-])=[O:21].[Na+].[Na+].[C:26]([OH:30])(C)([CH3:28])[CH3:27]. (2) Given the product [F:35][C:36]([F:67])([F:68])[C:37]1[CH:38]=[C:39](/[CH:40]=[CH:8]\[C:7]2[CH:6]=[C:5]([CH:12]=[CH:11][CH:10]=2)[CH:4]=[O:13])[CH:60]=[C:61]([C:63]([F:64])([F:65])[F:66])[CH:62]=1, predict the reactants needed to synthesize it. The reactants are: C(O[CH:4]([O:13]CC)[C:5]1[CH:6]=[C:7]([CH:10]=[CH:11][CH:12]=1)[CH:8]=O)C.C1OCCOCCOCCOCCOCCOC1.[I-].[F:35][C:36]([F:68])([F:67])[C:37]1[CH:38]=[C:39]([CH:60]=[C:61]([C:63]([F:66])([F:65])[F:64])[CH:62]=1)[CH2:40][P+](C1C=CC=CC=1)(C1C=CC=CC=1)C1C=CC=CC=1.CC(C)([O-])C.[K+].Cl. (3) Given the product [Cl:23][C:19]1[CH:18]=[C:17]([N:16]([C:2]2[N:7]=[C:6]([Cl:8])[N:5]=[CH:4][N:3]=2)[CH3:15])[CH:22]=[CH:21][CH:20]=1, predict the reactants needed to synthesize it. The reactants are: Cl[C:2]1[N:7]=[C:6]([Cl:8])[N:5]=[CH:4][N:3]=1.C([O-])([O-])=O.[K+].[K+].[CH3:15][NH:16][C:17]1[CH:22]=[CH:21][CH:20]=[C:19]([Cl:23])[CH:18]=1.CN1C=NC(NC2C=CC=C(Cl)C=2)=NC1Cl. (4) Given the product [O:1]=[C:2]1[C:10]2[C:5](=[CH:6][CH:7]=[CH:8][CH:9]=2)[C:4](=[O:11])[N:3]1[CH2:12][CH2:13][N:14]1[C:23]2[C:18](=[N:19][CH:20]=[C:21]([CH2:24][C:25]3[CH:26]=[CH:27][C:28]([F:31])=[CH:29][CH:30]=3)[CH:22]=2)[C:17]([OH:32])=[C:16]([C:33]([NH:39][CH2:40][CH2:41][N:42]2[CH2:46][CH2:45][NH:44][C:43]2=[O:47])=[O:35])[C:15]1=[O:38], predict the reactants needed to synthesize it. The reactants are: [O:1]=[C:2]1[C:10]2[C:5](=[CH:6][CH:7]=[CH:8][CH:9]=2)[C:4](=[O:11])[N:3]1[CH2:12][CH2:13][N:14]1[C:23]2[C:18](=[N:19][CH:20]=[C:21]([CH2:24][C:25]3[CH:30]=[CH:29][C:28]([F:31])=[CH:27][CH:26]=3)[CH:22]=2)[C:17]([OH:32])=[C:16]([C:33]([O:35]CC)=O)[C:15]1=[O:38].[NH2:39][CH2:40][CH2:41][N:42]1[CH2:46][CH2:45][NH:44][C:43]1=[O:47].OS([O-])(=O)=O.[Na+].